The task is: Predict the product of the given reaction.. This data is from Forward reaction prediction with 1.9M reactions from USPTO patents (1976-2016). (1) Given the reactants [Cl-].[CH3:2][O:3]C[P+](C1C=CC=CC=1)(C1C=CC=CC=1)C1C=CC=CC=1.C[Si]([N-][Si](C)(C)C)(C)C.[Na+].[CH3:34][O:35][C:36]1[CH:43]=[CH:42][C:39]([CH:40]=O)=[CH:38][C:37]=1[C:44]([F:47])([F:46])[F:45], predict the reaction product. The product is: [CH3:34][O:35][C:36]1[CH:43]=[CH:42][C:39]([CH2:40][CH:2]=[O:3])=[CH:38][C:37]=1[C:44]([F:47])([F:46])[F:45]. (2) The product is: [Cl:34][C:35]1[C:44]2[C:39](=[CH:40][CH:41]=[CH:42][CH:43]=2)[C:38](=[O:45])[N:37]([CH2:55][C@H:54]2[CH2:57][CH2:58][CH2:59][N:53]2[C:46]([O:48][C:49]([CH3:50])([CH3:52])[CH3:51])=[O:47])[N:36]=1. Given the reactants C1(P(C2C=CC=CC=2)C2C=CC=CC=2)C=CC=CC=1.N(C(OC(C)C)=O)=NC(OC(C)C)=O.[Cl:34][C:35]1[C:44]2[C:39](=[CH:40][CH:41]=[CH:42][CH:43]=2)[C:38](=[O:45])[NH:37][N:36]=1.[C:46]([N:53]1[CH2:59][CH2:58][CH2:57][C@@H:54]1[CH2:55]O)([O:48][C:49]([CH3:52])([CH3:51])[CH3:50])=[O:47], predict the reaction product. (3) Given the reactants [N+:1]([C:4]1[CH:5]=[C:6]([S:10]([C:13]2[CH:21]=[CH:20][C:19]3[N:18]([CH3:22])[C:17]4[CH2:23][CH:24]5[NH:28][CH:27]([C:16]=4[C:15]=3[C:14]=2C(OC(C)(C)C)=O)[CH2:26][CH2:25]5)(=[O:12])=[O:11])[CH:7]=[CH:8][CH:9]=1)([O-])=O.[ClH:36], predict the reaction product. The product is: [ClH:36].[NH2:1][C:4]1[CH:5]=[C:6]([S:10]([C:13]2[CH:14]=[C:15]3[C:19](=[CH:20][CH:21]=2)[N:18]([CH3:22])[C:17]2[CH2:23][CH:24]4[NH:28][CH:27]([C:16]3=2)[CH2:26][CH2:25]4)(=[O:12])=[O:11])[CH:7]=[CH:8][CH:9]=1. (4) Given the reactants [NH:1]1[CH2:6][CH2:5][CH2:4][CH2:3][CH:2]1[CH2:7][C:8]1[N:9]([CH2:17][O:18][CH2:19][CH2:20][Si:21]([CH3:24])([CH3:23])[CH3:22])[C:10]2[C:15]([CH:16]=1)=[CH:14][CH:13]=[CH:12][CH:11]=2.[F:25][C:26]1[CH:31]=[CH:30][C:29]([C:32]2[S:36][C:35]([CH3:37])=[N:34][C:33]=2[C:38](Cl)=[O:39])=[CH:28][CH:27]=1.[F-].C([N+](CCCC)(CCCC)CCCC)CCC.O, predict the reaction product. The product is: [F:25][C:26]1[CH:27]=[CH:28][C:29]([C:32]2[S:36][C:35]([CH3:37])=[N:34][C:33]=2[C:38]([N:1]2[CH2:6][CH2:5][CH2:4][CH2:3][CH:2]2[CH2:7][C:8]2[N:9]([CH2:17][O:18][CH2:19][CH2:20][Si:21]([CH3:23])([CH3:22])[CH3:24])[C:10]3[C:15]([CH:16]=2)=[CH:14][CH:13]=[CH:12][CH:11]=3)=[O:39])=[CH:30][CH:31]=1.[F:25][C:26]1[CH:27]=[CH:28][C:29]([C:32]2[S:36][C:35]([CH3:37])=[N:34][C:33]=2[C:38]([N:1]2[CH2:6][CH2:5][CH2:4][CH2:3][CH:2]2[CH2:7][C:8]2[NH:9][C:10]3[C:15]([CH:16]=2)=[CH:14][CH:13]=[CH:12][CH:11]=3)=[O:39])=[CH:30][CH:31]=1. (5) Given the reactants [CH:1]1([C:4]2[NH:8][N:7]=[C:6]([NH2:9])[CH:5]=2)[CH2:3][CH2:2]1.[Cl:10][C:11]1[N:18]=[C:17](Cl)[C:16]([F:20])=[CH:15][C:12]=1[C:13]#[N:14].C(N(CC)CC)C, predict the reaction product. The product is: [Cl:10][C:11]1[N:18]=[C:17]([NH:9][C:6]2[CH:5]=[C:4]([CH:1]3[CH2:3][CH2:2]3)[NH:8][N:7]=2)[C:16]([F:20])=[CH:15][C:12]=1[C:13]#[N:14].